From a dataset of Forward reaction prediction with 1.9M reactions from USPTO patents (1976-2016). Predict the product of the given reaction. Given the reactants [C:1]([CH:5]([CH2:11][C:12]1[CH:17]=[CH:16][C:15]([O:18][CH3:19])=[CH:14][C:13]=1[CH2:20][N:21](C(OC(C)(C)C)=O)C(OC(C)(C)C)=O)[CH2:6][C:7]([O:9][CH3:10])=[O:8])([O:3][CH3:4])=[O:2], predict the reaction product. The product is: [C:1]([CH:5]([CH2:11][C:12]1[CH:17]=[CH:16][C:15]([O:18][CH3:19])=[CH:14][C:13]=1[CH2:20][NH2:21])[CH2:6][C:7]([O:9][CH3:10])=[O:8])([O:3][CH3:4])=[O:2].